From a dataset of Peptide-MHC class I binding affinity with 185,985 pairs from IEDB/IMGT. Regression. Given a peptide amino acid sequence and an MHC pseudo amino acid sequence, predict their binding affinity value. This is MHC class I binding data. (1) The peptide sequence is YMIERFISF. The MHC is HLA-B15:03 with pseudo-sequence HLA-B15:03. The binding affinity (normalized) is 1.00. (2) The peptide sequence is ELFARSSDPR. The MHC is HLA-A31:01 with pseudo-sequence HLA-A31:01. The binding affinity (normalized) is 0.108.